From a dataset of Reaction yield outcomes from USPTO patents with 853,638 reactions. Predict the reaction yield, written as a fraction of the theoretical maximum amount of product (1.0 means a 100% yield; for example, 0.34 means a 34% yield). The reactants are [Cl:1][C:2]1[CH:7]=[C:6]([NH:8][C:9]2[CH:10]=[C:11]([CH:15]=[CH:16][CH:17]=2)C(O)=O)[C:5]([Cl:18])=[CH:4][N:3]=1.Cl.CN(C)CCCN=C=NCC.[OH:31][C:32]1C2N=NNC=2C=CC=1.Cl.[O:42]([NH2:44])[CH3:43].C(N(C(C)C)CC)(C)C. The catalyst is CN(C)C=O. The product is [Cl:1][C:2]1[CH:7]=[C:6]([NH:8][C:9]2[CH:17]=[CH:16][CH:15]=[CH:11][C:10]=2[C:32]([NH:44][O:42][CH3:43])=[O:31])[C:5]([Cl:18])=[CH:4][N:3]=1. The yield is 0.770.